Dataset: Peptide-MHC class II binding affinity with 134,281 pairs from IEDB. Task: Regression. Given a peptide amino acid sequence and an MHC pseudo amino acid sequence, predict their binding affinity value. This is MHC class II binding data. (1) The peptide sequence is EKKYFEATQFEPLAA. The MHC is HLA-DQA10401-DQB10402 with pseudo-sequence HLA-DQA10401-DQB10402. The binding affinity (normalized) is 0.387. (2) The peptide sequence is KNWMTETLLVQNANPDCKTI. The MHC is DRB3_0101 with pseudo-sequence DRB3_0101. The binding affinity (normalized) is 0.419. (3) The peptide sequence is RLKGESRKTFVELMR. The MHC is DRB1_0101 with pseudo-sequence DRB1_0101. The binding affinity (normalized) is 0.680.